This data is from Forward reaction prediction with 1.9M reactions from USPTO patents (1976-2016). The task is: Predict the product of the given reaction. (1) The product is: [F:37][C:34]([F:35])([F:36])[C:30]1[CH:29]=[C:28]([CH:33]=[CH:32][CH:31]=1)[CH2:27][N:26]1[C:25]2[CH:38]=[CH:39][CH:40]=[CH:41][C:24]=2[N:23]=[C:22]1[NH:1][CH2:2][CH2:3][CH2:4][N:5]1[CH2:10][CH2:9][CH:8]([C:11]2[CH:12]=[C:13]([NH:17][C:18](=[O:20])[CH3:19])[CH:14]=[CH:15][CH:16]=2)[CH2:7][CH2:6]1. Given the reactants [NH2:1][CH2:2][CH2:3][CH2:4][N:5]1[CH2:10][CH2:9][CH:8]([C:11]2[CH:12]=[C:13]([NH:17][C:18](=[O:20])[CH3:19])[CH:14]=[CH:15][CH:16]=2)[CH2:7][CH2:6]1.Cl[C:22]1[N:26]([CH2:27][C:28]2[CH:33]=[CH:32][CH:31]=[C:30]([C:34]([F:37])([F:36])[F:35])[CH:29]=2)[C:25]2[CH:38]=[CH:39][CH:40]=[CH:41][C:24]=2[N:23]=1, predict the reaction product. (2) Given the reactants [CH2:1]([O:3][CH:4]([CH2:8][C:9]1[CH:14]=[CH:13][C:12]([O:15][CH2:16][CH2:17][N:18]2[C:23](=[O:24])[CH:22]=[C:21]([C:25]3[CH:30]=[CH:29][CH:28]=[CH:27][CH:26]=3)[N:20]=[C:19]2[CH2:31][CH3:32])=[CH:11][CH:10]=1)[C:5]([OH:7])=[O:6])[CH3:2].[C:33]([NH2:37])([CH3:36])([CH3:35])[CH3:34], predict the reaction product. The product is: [C:33]([NH2:37])([CH3:36])([CH3:35])[CH3:34].[CH2:1]([O:3][CH:4]([CH2:8][C:9]1[CH:10]=[CH:11][C:12]([O:15][CH2:16][CH2:17][N:18]2[C:23](=[O:24])[CH:22]=[C:21]([C:25]3[CH:30]=[CH:29][CH:28]=[CH:27][CH:26]=3)[N:20]=[C:19]2[CH2:31][CH3:32])=[CH:13][CH:14]=1)[C:5]([OH:7])=[O:6])[CH3:2]. (3) The product is: [NH2:1][C:2]1[C:3]2[C:10]([C:11]3[CH:12]=[CH:13][C:14]([CH3:17])=[CH:15][CH:16]=3)=[CH:9][N:8]([CH:18]3[CH2:22][O:21][CH:20]([CH2:23][O:24][C:25]([P:40](=[O:41])([OH:42])[OH:46])=[P:30]([OH:31])=[O:35])[CH2:19]3)[C:4]=2[N:5]=[CH:6][N:7]=1. Given the reactants [NH2:1][C:2]1[C:3]2[C:10]([C:11]3[CH:16]=[CH:15][C:14]([CH3:17])=[CH:13][CH:12]=3)=[CH:9][N:8]([CH:18]3[CH2:22][O:21][CH:20]([CH2:23][OH:24])[CH2:19]3)[C:4]=2[N:5]=[CH:6][N:7]=1.[CH2:25]([P:30](Cl)(Cl)=[O:31])P(Cl)(Cl)=O.C([O-])(O)=[O:35].[Na+].Cl.[P:40]([O:46]C)(OC)([O:42]C)=[O:41], predict the reaction product. (4) Given the reactants [F:1][C:2]1[CH:3]=[C:4]([CH:11]=[CH:12][C:13]=1[CH2:14][NH:15][C:16]([N:18]1[CH2:23][CH2:22][CH:21]([NH:24][C:25]2[CH:30]=[CH:29][C:28]([CH2:31][CH2:32][NH:33][CH2:34][C@H:35]([OH:45])[CH2:36][O:37][C:38]3[CH:43]=[CH:42][C:41]([OH:44])=[CH:40][CH:39]=3)=[CH:27][CH:26]=2)[CH2:20][CH2:19]1)=[O:17])[O:5][CH2:6][C:7]([O:9]C)=[O:8].[Li+].[OH-], predict the reaction product. The product is: [F:1][C:2]1[CH:3]=[C:4]([CH:11]=[CH:12][C:13]=1[CH2:14][NH:15][C:16]([N:18]1[CH2:19][CH2:20][CH:21]([NH:24][C:25]2[CH:30]=[CH:29][C:28]([CH2:31][CH2:32][NH:33][CH2:34][C@H:35]([OH:45])[CH2:36][O:37][C:38]3[CH:43]=[CH:42][C:41]([OH:44])=[CH:40][CH:39]=3)=[CH:27][CH:26]=2)[CH2:22][CH2:23]1)=[O:17])[O:5][CH2:6][C:7]([OH:9])=[O:8].